This data is from Microsomal clearance measurements from AstraZeneca. The task is: Regression/Classification. Given a drug SMILES string, predict its absorption, distribution, metabolism, or excretion properties. Task type varies by dataset: regression for continuous measurements (e.g., permeability, clearance, half-life) or binary classification for categorical outcomes (e.g., BBB penetration, CYP inhibition). For this dataset (clearance_microsome_az), we predict log10(clearance) (log10 of the in vitro intrinsic clearance, CLint, in uL/min per mg of human liver microsomal protein, equivalently mL/min/g; values are censored to the assay range of 3 to 150, which is 0.477 to 2.18 on this log10 scale). The molecule is C[C@H](NC(=O)[C@@H](Cc1c[nH]c2ccccc12)NC(=O)[C@@H](N)Cc1c[nH]cn1)C(=O)N[C@@H](Cc1c[nH]c2ccccc12)C(=O)N[C@H](Cc1ccccc1)C(=O)N[C@@H](CCCCN)C(N)=O. The log10(clearance) is 1.79.